Dataset: Peptide-MHC class I binding affinity with 185,985 pairs from IEDB/IMGT. Task: Regression. Given a peptide amino acid sequence and an MHC pseudo amino acid sequence, predict their binding affinity value. This is MHC class I binding data. (1) The peptide sequence is QHTRRVSVL. The MHC is HLA-A01:01 with pseudo-sequence HLA-A01:01. The binding affinity (normalized) is 0.0847. (2) The peptide sequence is TMEAMRIMGI. The MHC is HLA-A02:03 with pseudo-sequence HLA-A02:03. The binding affinity (normalized) is 0.549. (3) The peptide sequence is RVACRDVEV. The MHC is HLA-A11:01 with pseudo-sequence HLA-A11:01. The binding affinity (normalized) is 0.213. (4) The peptide sequence is YLQQNWWTL. The MHC is HLA-A23:01 with pseudo-sequence HLA-A23:01. The binding affinity (normalized) is 0.571. (5) The peptide sequence is ITSKSRQVL. The MHC is HLA-A31:01 with pseudo-sequence HLA-A31:01. The binding affinity (normalized) is 0.0847. (6) The peptide sequence is FRRLTSREVL. The MHC is HLA-B08:01 with pseudo-sequence HLA-B08:01. The binding affinity (normalized) is 0.570.